Dataset: Full USPTO retrosynthesis dataset with 1.9M reactions from patents (1976-2016). Task: Predict the reactants needed to synthesize the given product. (1) Given the product [Cl:30][C:31]1[C:32]([O:23][C:8]2[CH:9]=[CH:10][C:11]([C:13]3[CH:14]=[N:15][C:16]([C:19]([F:20])([F:21])[F:22])=[CH:17][CH:18]=3)=[CH:12][C:7]=2[C:4]2[CH:5]=[CH:6][N:1]=[N:2][CH:3]=2)=[CH:33][C:34]([F:57])=[C:35]([S:37]([N:40]([CH2:46][C:47]2[CH:52]=[CH:51][C:50]([O:53][CH3:54])=[CH:49][C:48]=2[O:55][CH3:56])[C:41]2[S:42][CH:43]=[N:44][N:45]=2)(=[O:38])=[O:39])[CH:36]=1, predict the reactants needed to synthesize it. The reactants are: [N:1]1[CH:6]=[CH:5][C:4]([C:7]2[CH:12]=[C:11]([C:13]3[CH:14]=[N:15][C:16]([C:19]([F:22])([F:21])[F:20])=[CH:17][CH:18]=3)[CH:10]=[CH:9][C:8]=2[OH:23])=[CH:3][N:2]=1.C(=O)([O-])[O-].[K+].[K+].[Cl:30][C:31]1[C:32](F)=[CH:33][C:34]([F:57])=[C:35]([S:37]([N:40]([CH2:46][C:47]2[CH:52]=[CH:51][C:50]([O:53][CH3:54])=[CH:49][C:48]=2[O:55][CH3:56])[C:41]2[S:42][CH:43]=[N:44][N:45]=2)(=[O:39])=[O:38])[CH:36]=1. (2) Given the product [Cl:1][C:2]1[CH:7]=[CH:6][C:5]([Cl:8])=[CH:4][C:3]=1[C:9]1[C:10]2[C:22](=[O:23])[CH2:21][CH2:20][C:11]=2[N:12]([CH2:16][C:17]([NH:24][C:25]2[CH:37]=[CH:36][C:28]([C:29]([O:31][C:32]([CH3:33])([CH3:34])[CH3:35])=[O:30])=[CH:27][CH:26]=2)=[O:18])[C:13](=[O:15])[CH:14]=1, predict the reactants needed to synthesize it. The reactants are: [Cl:1][C:2]1[CH:7]=[CH:6][C:5]([Cl:8])=[CH:4][C:3]=1[C:9]1[C:10]2[C:22](=[O:23])[CH2:21][CH2:20][C:11]=2[N:12]([CH2:16][C:17](O)=[O:18])[C:13](=[O:15])[CH:14]=1.[NH2:24][C:25]1[CH:37]=[CH:36][C:28]([C:29]([O:31][C:32]([CH3:35])([CH3:34])[CH3:33])=[O:30])=[CH:27][CH:26]=1. (3) Given the product [F:1][C:2]1[CH:10]=[C:9]2[C:5]([C:6]([C:26]3[N:27]=[C:28]4[C:34]([C:35]([O:37][CH3:38])=[O:36])=[CH:33][N:32]([CH2:39][O:40][C:41](=[O:46])[C:42]([CH3:44])([CH3:43])[CH3:45])[C:29]4=[N:30][CH:31]=3)=[N:7][N:8]2[CH3:11])=[CH:4][CH:3]=1, predict the reactants needed to synthesize it. The reactants are: [F:1][C:2]1[CH:10]=[C:9]2[C:5]([C:6]([Sn](CCCC)(CCCC)CCCC)=[N:7][N:8]2[CH3:11])=[CH:4][CH:3]=1.Br[C:26]1[N:27]=[C:28]2[C:34]([C:35]([O:37][CH3:38])=[O:36])=[CH:33][N:32]([CH2:39][O:40][C:41](=[O:46])[C:42]([CH3:45])([CH3:44])[CH3:43])[C:29]2=[N:30][CH:31]=1. (4) Given the product [Cl:1][C:2]1[N:3]=[C:4]([NH:22][C:23]2[CH:31]=[C:30]([F:32])[CH:29]=[C:28]([F:33])[C:24]=2[C:25]([OH:27])=[O:26])[C:5]2[CH:10]=[CH:9][N:8]([S:11]([C:14]3[CH:19]=[CH:18][C:17]([CH3:20])=[CH:16][CH:15]=3)(=[O:13])=[O:12])[C:6]=2[N:7]=1, predict the reactants needed to synthesize it. The reactants are: [Cl:1][C:2]1[N:3]=[C:4](Cl)[C:5]2[CH:10]=[CH:9][N:8]([S:11]([C:14]3[CH:19]=[CH:18][C:17]([CH3:20])=[CH:16][CH:15]=3)(=[O:13])=[O:12])[C:6]=2[N:7]=1.[NH2:22][C:23]1[CH:31]=[C:30]([F:32])[CH:29]=[C:28]([F:33])[C:24]=1[C:25]([OH:27])=[O:26].CCN(C(C)C)C(C)C. (5) Given the product [Cl:35][C:32]1[CH:33]=[C:34]2[NH:6][C:7](=[O:36])[C:8]3([CH:13]([C:14]4[CH:19]=[CH:18][CH:17]=[C:16]([Cl:20])[CH:15]=4)[CH2:12][C:11](=[O:21])[NH:10][CH:9]3[C:22]3[CH:27]=[CH:26][CH:25]=[CH:24][C:23]=3[Cl:28])[C:29]2=[CH:30][CH:31]=1, predict the reactants needed to synthesize it. The reactants are: C(OC([N:6]1[C:34]2[C:29](=[CH:30][CH:31]=[C:32]([Cl:35])[CH:33]=2)[C:8]2([CH:13]([C:14]3[CH:19]=[CH:18][CH:17]=[C:16]([Cl:20])[CH:15]=3)[CH2:12][C:11](=[O:21])[NH:10][CH:9]2[C:22]2[CH:27]=[CH:26][CH:25]=[CH:24][C:23]=2[Cl:28])[C:7]1=[O:36])=O)C.[OH-].[Na+]. (6) Given the product [CH2:1]([CH:7]([CH2:37][CH2:38][CH2:39][CH2:40][CH2:41][CH2:42][CH2:43][CH3:44])[CH2:8][CH2:9][C:10]1[CH:15]=[C:14]([O:16][CH3:17])[C:13]([CH2:18][CH2:19][CH:20]([CH2:29][CH2:30][CH2:31][CH2:32][CH2:33][CH3:34])[CH2:21][CH2:22][CH2:23][CH2:24][CH2:25][CH2:26][CH2:27][CH3:28])=[CH:12][C:11]=1[O:35][CH3:36])[CH2:2][CH2:3][CH2:4][CH2:5][CH3:6], predict the reactants needed to synthesize it. The reactants are: [CH2:1]([CH:7]([CH2:37][CH2:38][CH2:39][CH2:40][CH2:41][CH2:42][CH2:43][CH3:44])[C:8]#[C:9][C:10]1[CH:15]=[C:14]([O:16][CH3:17])[C:13]([C:18]#[C:19][CH:20]([CH2:29][CH2:30][CH2:31][CH2:32][CH2:33][CH3:34])[CH2:21][CH2:22][CH2:23][CH2:24][CH2:25][CH2:26][CH2:27][CH3:28])=[CH:12][C:11]=1[O:35][CH3:36])[CH2:2][CH2:3][CH2:4][CH2:5][CH3:6]. (7) Given the product [O:3]1[C:7]2[CH:8]=[CH:9][CH:10]=[CH:11][C:6]=2[N:5]=[C:4]1[NH:12][C:13](=[O:21])[CH:14]([C:15]1[CH:20]=[CH:19][N:18]=[CH:17][CH:16]=1)[CH2:27][C:26]1[CH:29]=[CH:30][C:23]([F:22])=[CH:24][CH:25]=1, predict the reactants needed to synthesize it. The reactants are: [H-].[Na+].[O:3]1[C:7]2[CH:8]=[CH:9][CH:10]=[CH:11][C:6]=2[N:5]=[C:4]1[NH:12][C:13](=[O:21])[CH2:14][C:15]1[CH:20]=[CH:19][N:18]=[CH:17][CH:16]=1.[F:22][C:23]1[CH:30]=[CH:29][C:26]([CH2:27]Br)=[CH:25][CH:24]=1. (8) Given the product [CH3:27][C:23]([C:20]1[CH:19]=[CH:18][C:17]([NH:16][C:2]2[C:11]3[C:6](=[CH:7][CH:8]=[C:9]([CH3:12])[CH:10]=3)[N:5]=[CH:4][C:3]=2[N+:13]([O-:15])=[O:14])=[CH:22][CH:21]=1)([CH3:26])[C:24]#[N:25], predict the reactants needed to synthesize it. The reactants are: Cl[C:2]1[C:11]2[C:6](=[CH:7][CH:8]=[C:9]([CH3:12])[CH:10]=2)[N:5]=[CH:4][C:3]=1[N+:13]([O-:15])=[O:14].[NH2:16][C:17]1[CH:22]=[CH:21][C:20]([C:23]([CH3:27])([CH3:26])[C:24]#[N:25])=[CH:19][CH:18]=1.O. (9) Given the product [F:35][C:34]([F:37])([F:36])[C:32]1[N:24]([C:21]2[CH:20]=[CH:19][C:18]([C:9]3[N:8]([C:5]4[CH:6]=[N:7][C:2]([CH3:1])=[CH:3][CH:4]=4)[CH:12]=[C:11]([C:13]4[N:14]=[CH:15][S:16][CH:17]=4)[N:10]=3)=[CH:23][CH:22]=2)[C:25]2=[N:26][CH:27]=[CH:28][CH:29]=[C:30]2[N:31]=1, predict the reactants needed to synthesize it. The reactants are: [CH3:1][C:2]1[N:7]=[CH:6][C:5]([N:8]2[CH:12]=[C:11]([C:13]3[N:14]=[CH:15][S:16][CH:17]=3)[N:10]=[C:9]2[C:18]2[CH:23]=[CH:22][C:21]([NH:24][C:25]3[C:30]([NH2:31])=[CH:29][CH:28]=[CH:27][N:26]=3)=[CH:20][CH:19]=2)=[CH:4][CH:3]=1.[C:32](O)([C:34]([F:37])([F:36])[F:35])=O. (10) Given the product [CH3:1][C:2]1[CH:3]=[CH:4][CH:5]=[C:6]2[C:11]=1[N:10]=[C:9]([C:12]1[CH:13]=[CH:14][CH:15]=[CH:16][CH:17]=1)[C:8]([CH:18]([OH:19])[CH3:20])=[CH:7]2, predict the reactants needed to synthesize it. The reactants are: [CH3:1][C:2]1[CH:3]=[CH:4][CH:5]=[C:6]2[C:11]=1[N:10]=[C:9]([C:12]1[CH:17]=[CH:16][CH:15]=[CH:14][CH:13]=1)[C:8]([CH:18]=[O:19])=[CH:7]2.[CH3:20][Li].